Predict the reactants needed to synthesize the given product. From a dataset of Full USPTO retrosynthesis dataset with 1.9M reactions from patents (1976-2016). (1) The reactants are: [C:1]([O:5][C:6]([C:8]1([CH:11]2[CH2:16][CH2:15][NH:14][CH2:13][CH2:12]2)[CH2:10][CH2:9]1)=[O:7])([CH3:4])([CH3:3])[CH3:2].C(N(CC)CC)C.[C:24](Cl)(=[O:26])[CH3:25]. Given the product [C:1]([O:5][C:6]([C:8]1([CH:11]2[CH2:16][CH2:15][N:14]([C:24](=[O:26])[CH3:25])[CH2:13][CH2:12]2)[CH2:9][CH2:10]1)=[O:7])([CH3:4])([CH3:2])[CH3:3], predict the reactants needed to synthesize it. (2) Given the product [F:1][C:2]1[CH:11]=[CH:10][C:9]([F:12])=[C:8]2[C:3]=1[CH:4]1[O:21][CH:5]1[CH2:6][O:7]2, predict the reactants needed to synthesize it. The reactants are: [F:1][C:2]1[CH:11]=[CH:10][C:9]([F:12])=[C:8]2[C:3]=1[CH:4]=[CH:5][CH2:6][O:7]2.C1C=C(Cl)C=C(C(OO)=[O:21])C=1.[O-]S([O-])(=S)=O.[Na+].[Na+]. (3) Given the product [CH3:15][C:16]1[O:20][C:19]([CH2:21][NH:22][C:8]2[CH:7]=[CH:6][C:5]3[C:10](=[CH:11][CH:12]=[CH:13][C:4]=3[NH:1][CH2:23][C:25]3[CH:26]=[C:27]([S:31]([NH2:34])(=[O:33])=[O:32])[CH:28]=[CH:29][CH:30]=3)[N:9]=2)=[CH:18][CH:17]=1, predict the reactants needed to synthesize it. The reactants are: [N+:1]([C:4]1[CH:13]=[CH:12][CH:11]=[C:10]2[C:5]=1[CH:6]=[CH:7][C:8](Cl)=[N:9]2)([O-])=O.[CH3:15][C:16]1[O:20][C:19]([CH2:21][NH2:22])=[CH:18][CH:17]=1.[CH:23]([C:25]1[CH:26]=[C:27]([S:31]([NH2:34])(=[O:33])=[O:32])[CH:28]=[CH:29][CH:30]=1)=O. (4) Given the product [F:20][C:21]1[CH:45]=[C:44]([F:46])[C:43]([C:2]2[C:7]([CH3:8])=[CH:6][C:5]([C:9]3[N:13]=[CH:12][N:11]([CH2:14][C:15]([OH:17])([CH3:18])[CH3:16])[N:10]=3)=[CH:4][C:3]=2[CH3:19])=[CH:42][C:22]=1[CH2:23][O:24][C:25]1[N:30]=[CH:29][C:28]2[C@@H:31]3[C@@H:34]([C:35]([O:37][C:38]([CH3:41])([CH3:40])[CH3:39])=[O:36])[C@@H:32]3[CH2:33][C:27]=2[CH:26]=1, predict the reactants needed to synthesize it. The reactants are: Br[C:2]1[C:7]([CH3:8])=[CH:6][C:5]([C:9]2[N:13]=[CH:12][N:11]([CH2:14][C:15]([CH3:18])([OH:17])[CH3:16])[N:10]=2)=[CH:4][C:3]=1[CH3:19].[F:20][C:21]1[CH:45]=[C:44]([F:46])[C:43](B2OC(C)(C)C(C)(C)O2)=[CH:42][C:22]=1[CH2:23][O:24][C:25]1[N:30]=[CH:29][C:28]2[C@@H:31]3[C@@H:34]([C:35]([O:37][C:38]([CH3:41])([CH3:40])[CH3:39])=[O:36])[C@@H:32]3[CH2:33][C:27]=2[CH:26]=1.C([O-])([O-])=O.[K+].[K+]. (5) Given the product [NH2:1][C:4]1[CH:17]=[CH:16][C:7]([C:8]([N:10]2[CH2:11][CH2:12][S:13][CH2:14][CH2:15]2)=[O:9])=[CH:6][CH:5]=1, predict the reactants needed to synthesize it. The reactants are: [N+:1]([C:4]1[CH:17]=[CH:16][C:7]([C:8]([N:10]2[CH2:15][CH2:14][S:13][CH2:12][CH2:11]2)=[O:9])=[CH:6][CH:5]=1)([O-])=O.[NH4+].[Cl-].